The task is: Predict the product of the given reaction.. This data is from Forward reaction prediction with 1.9M reactions from USPTO patents (1976-2016). (1) Given the reactants [Cl:1][C:2]1[N:7]=[C:6]([Cl:8])[C:5]([NH2:9])=[CH:4][N:3]=1.[O:10]1[CH2:15][CH2:14][C:13](=O)[CH2:12][CH2:11]1.C([BH3-])#N.[Na+], predict the reaction product. The product is: [Cl:1][C:2]1[N:7]=[C:6]([Cl:8])[C:5]([NH:9][CH:13]2[CH2:14][CH2:15][O:10][CH2:11][CH2:12]2)=[CH:4][N:3]=1. (2) Given the reactants COC([CH:5]1[CH2:9][CH:8]([O:10][C:11]2[CH:20]=[N:19][C:18]3[C:13](=[CH:14][CH:15]=[CH:16][CH:17]=3)[N:12]=2)[CH2:7][N:6]1[C:21](OC(C)(C)C)=O)=O.[CH3:28][O:29]C(C1CC(O)CN1C(OC(C)(C)C)=O)=O.N1[C:54]2[C:49](=[CH:50][CH:51]=[CH:52][CH:53]=2)[N:48]=[CH:47]C=1O.C1(P(C2C=CC=CC=2)C2C=CC=CC=2)C=CC=CC=1.CCOC(/[N:80]=N/C(OCC)=O)=O.C1[CH2:91][O:90]CC1, predict the reaction product. The product is: [N:12]1[CH:13]2[CH:18]([CH2:17][CH2:16][CH2:15][CH2:14]2)[N:19]=[CH:20][C:11]=1[O:10][CH:8]1[CH2:9][CH2:5][N:6]([C:21]2[C:50]3[C:49](=[CH:54][C:53]([O:90][CH3:91])=[C:52]([O:29][CH3:28])[CH:51]=3)[N:48]=[CH:47][N:80]=2)[CH2:7]1.